This data is from Full USPTO retrosynthesis dataset with 1.9M reactions from patents (1976-2016). The task is: Predict the reactants needed to synthesize the given product. (1) The reactants are: [I:1]Cl.C[Sn](C)(C)[C:5]1[CH:6]=[C:7]([N:11]2[CH2:17][CH2:16][CH2:15][N:14]([C:18]([O:20][C:21]([CH3:24])([CH3:23])[CH3:22])=[O:19])[CH2:13][CH2:12]2)[CH:8]=[N:9][CH:10]=1.[OH-].[Na+]. Given the product [I:1][C:5]1[CH:6]=[C:7]([N:11]2[CH2:17][CH2:16][CH2:15][N:14]([C:18]([O:20][C:21]([CH3:24])([CH3:23])[CH3:22])=[O:19])[CH2:13][CH2:12]2)[CH:8]=[N:9][CH:10]=1, predict the reactants needed to synthesize it. (2) Given the product [Cl:17][C:11]1[C:10]([CH3:18])=[C:9]([C:6]2[CH:7]=[CH:8][N:4]([CH2:3][C@@H:2]([NH:1][C:26]([C:24]3[N:23]=[CH:22][N:21]([CH3:20])[CH:25]=3)=[O:27])[CH3:19])[N:5]=2)[CH:16]=[CH:15][C:12]=1[C:13]#[N:14], predict the reactants needed to synthesize it. The reactants are: [NH2:1][C@@H:2]([CH3:19])[CH2:3][N:4]1[CH:8]=[CH:7][C:6]([C:9]2[CH:16]=[CH:15][C:12]([C:13]#[N:14])=[C:11]([Cl:17])[C:10]=2[CH3:18])=[N:5]1.[CH3:20][N:21]1[CH:25]=[C:24]([C:26](O)=[O:27])[N:23]=[CH:22]1. (3) Given the product [ClH:1].[ClH:1].[CH:3]1([C:7]2[N:8]=[N:9][C:10]([O:26][CH:27]3[CH2:28][CH2:29][N:30]([CH3:34])[CH2:31][CH2:32]3)=[CH:11][C:12]=2[C:13]2[CH:14]=[CH:15][C:16]([O:19][CH:20]3[CH2:21][CH2:22][CH2:23][CH2:24][CH2:25]3)=[CH:17][CH:18]=2)[CH2:6][CH2:5][CH2:4]1, predict the reactants needed to synthesize it. The reactants are: [ClH:1].Cl.[CH:3]1([C:7]2[N:8]=[N:9][C:10]([O:26][CH:27]3[CH2:32][CH2:31][NH:30][CH2:29][CH2:28]3)=[CH:11][C:12]=2[C:13]2[CH:18]=[CH:17][C:16]([O:19][CH:20]3[CH2:25][CH2:24][CH2:23][CH2:22][CH2:21]3)=[CH:15][CH:14]=2)[CH2:6][CH2:5][CH2:4]1.Cl.[CH2:34](OCC)C. (4) The reactants are: C[O:2][C:3]([C:5]1([CH3:15])[CH2:9][C:8]2[CH:10]=[C:11]([OH:14])[CH:12]=[CH:13][C:7]=2[O:6]1)=[O:4].C1(O)C=CC=CC=1.I[CH2:24][CH2:25][CH2:26][O:27][C:28]1[CH:33]=[CH:32][C:31]([CH2:34][C:35]([CH3:38])([CH3:37])[CH3:36])=[CH:30][C:29]=1[CH2:39][CH2:40][CH3:41]. Given the product [CH3:37][C:35]([CH3:36])([CH3:38])[CH2:34][C:31]1[CH:32]=[CH:33][C:28]([O:27][CH2:26][CH2:25][CH2:24][O:14][C:11]2[CH:12]=[CH:13][C:7]3[O:6][C:5]([CH3:15])([C:3]([OH:2])=[O:4])[CH2:9][C:8]=3[CH:10]=2)=[C:29]([CH2:39][CH2:40][CH3:41])[CH:30]=1, predict the reactants needed to synthesize it. (5) Given the product [OH:28][CH:27]=[C:10]1[C:9]2[C:4](=[CH:5][C:6]([C:11]([C:13]3[CH:18]=[CH:17][C:16]([NH:19][C:20]([C:22]4[S:23][CH:24]=[CH:25][CH:26]=4)=[O:21])=[CH:15][CH:14]=3)=[O:12])=[CH:7][CH:8]=2)[NH:3][C:2]1=[O:1], predict the reactants needed to synthesize it. The reactants are: [O:1]=[C:2]1[CH2:10][C:9]2[C:4](=[CH:5][C:6]([C:11]([C:13]3[CH:18]=[CH:17][C:16]([NH:19][C:20]([C:22]4[S:23][CH:24]=[CH:25][CH:26]=4)=[O:21])=[CH:15][CH:14]=3)=[O:12])=[CH:7][CH:8]=2)[NH:3]1.[CH:27](OCC)=[O:28].[O-]CC.[Na+].Cl. (6) Given the product [Cl:12][C:11]1[CH:10]=[C:9]([Cl:13])[N:8]=[N:7][C:6]=1[C:4]([C:17]1[CH:18]=[CH:19][CH:20]=[CH:21][C:16]=1[O:15][CH3:14])=[O:5], predict the reactants needed to synthesize it. The reactants are: C(O[C:4]([C:6]1[N:7]=[N:8][C:9]([Cl:13])=[CH:10][C:11]=1[Cl:12])=[O:5])C.[CH3:14][O:15][C:16]1[CH:21]=[CH:20][CH:19]=[CH:18][C:17]=1[Mg]Br. (7) Given the product [OH:35][NH:34][C:33]([C@H:7]1[CH2:6][CH:5]([CH2:4][C:3](=[O:2])[N:69]2[CH2:66][CH2:67][CH2:68][CH2:63][CH2:64]2)[CH2:10][CH2:9][C@@H:8]1[C:11]([NH:12][C:13]1[CH:14]=[CH:15][C:16]([O:19][CH2:20][C:21]2[C:30]3[C:25](=[CH:26][CH:27]=[CH:28][CH:29]=3)[N:24]=[C:23]([CH3:31])[CH:22]=2)=[CH:17][CH:18]=1)=[O:32])=[O:43], predict the reactants needed to synthesize it. The reactants are: C[O:2][C:3](=O)[CH2:4][CH:5]1[CH2:10][CH2:9][C@H:8]([C:11](=[O:32])[NH:12][C:13]2[CH:18]=[CH:17][C:16]([O:19][CH2:20][C:21]3[C:30]4[C:25](=[CH:26][CH:27]=[CH:28][CH:29]=4)[N:24]=[C:23]([CH3:31])[CH:22]=3)=[CH:15][CH:14]=2)[C@@H:7]([C:33](=[O:43])[NH:34][O:35]CC2C=CC=CC=2)[CH2:6]1.C1CN([P+](ON2N=[N:69][C:64]3C=[CH:66][CH:67]=[CH:68][C:63]2=3)(N2CCCC2)N2CCCC2)CC1.F[P-](F)(F)(F)(F)F.Cl.C(ON)C1C=CC=CC=1.CN1CCOCC1. (8) The reactants are: [CH2:1]([O:8][C:9]1[CH:14]=[CH:13][C:12]([CH2:15][C:16]([OH:18])=O)=[CH:11][CH:10]=1)[C:2]1[CH:7]=[CH:6][CH:5]=[CH:4][CH:3]=1.[C:19](OC(=O)C)(=O)C. Given the product [CH2:1]([O:8][C:9]1[CH:10]=[CH:11][C:12]([CH2:15][C:16](=[O:18])[CH3:19])=[CH:13][CH:14]=1)[C:2]1[CH:3]=[CH:4][CH:5]=[CH:6][CH:7]=1, predict the reactants needed to synthesize it. (9) Given the product [CH:2]1([C:6]2[C:15]([C:16]3[NH:17][C:18]4[CH2:24][CH2:23][N:22]([CH3:29])[CH2:21][CH2:20][C:19]=4[N:25]=3)=[CH:14][C:9]([C:10]([O:12][CH3:13])=[O:11])=[C:8]([CH3:26])[CH:7]=2)[CH2:3][CH2:4][CH2:5]1, predict the reactants needed to synthesize it. The reactants are: Cl.[CH:2]1([C:6]2[C:15]([C:16]3[NH:25][C:19]4[CH2:20][CH2:21][NH:22][CH2:23][CH2:24][C:18]=4[N:17]=3)=[CH:14][C:9]([C:10]([O:12][CH3:13])=[O:11])=[C:8]([CH3:26])[CH:7]=2)[CH2:5][CH2:4][CH2:3]1.[BH-](OC(C)=O)(OC(C)=O)O[C:29](C)=O.[Na+].C=O.C(=O)(O)[O-].[Na+]. (10) Given the product [CH2:30]([N:10]1[C:11]2([CH2:19][C:18]3[C:13](=[CH:14][CH:15]=[C:16]([N+:20]([O-:22])=[O:21])[CH:17]=3)[CH2:12]2)[C:23](=[O:24])[N:8]([CH2:7][C:6]2[CH:5]=[CH:4][C:3]([O:2][CH3:1])=[CH:27][CH:26]=2)[C:9]1=[O:25])[C:31]1[CH:36]=[CH:35][CH:34]=[CH:33][CH:32]=1, predict the reactants needed to synthesize it. The reactants are: [CH3:1][O:2][C:3]1[CH:27]=[CH:26][C:6]([CH2:7][N:8]2[C:23](=[O:24])[C:11]3([CH2:19][C:18]4[C:13](=[CH:14][CH:15]=[C:16]([N+:20]([O-:22])=[O:21])[CH:17]=4)[CH2:12]3)[NH:10][C:9]2=[O:25])=[CH:5][CH:4]=1.[H-].[Na+].[CH2:30](Br)[C:31]1[CH:36]=[CH:35][CH:34]=[CH:33][CH:32]=1.